This data is from Peptide-MHC class II binding affinity with 134,281 pairs from IEDB. The task is: Regression. Given a peptide amino acid sequence and an MHC pseudo amino acid sequence, predict their binding affinity value. This is MHC class II binding data. (1) The peptide sequence is EGWPYIGSRSQIKGR. The MHC is DRB1_0101 with pseudo-sequence DRB1_0101. The binding affinity (normalized) is 0.503. (2) The peptide sequence is VFSPGRKNGSFIIDG. The MHC is HLA-DQA10102-DQB10501 with pseudo-sequence HLA-DQA10102-DQB10501. The binding affinity (normalized) is 0. (3) The peptide sequence is SGNLVMFQMQDHQLI. The MHC is HLA-DQA10301-DQB10302 with pseudo-sequence HLA-DQA10301-DQB10302. The binding affinity (normalized) is 0.149. (4) The peptide sequence is EAVSLLCSDKQPCNG. The MHC is DRB1_0802 with pseudo-sequence DRB1_0802. The binding affinity (normalized) is 0.360. (5) The peptide sequence is VRNGKKLIPSWASVK. The MHC is DRB1_0301 with pseudo-sequence DRB1_0301. The binding affinity (normalized) is 0.579. (6) The binding affinity (normalized) is 0.459. The peptide sequence is SMQKTIPLVALTLTS. The MHC is HLA-DQA10201-DQB10301 with pseudo-sequence HLA-DQA10201-DQB10301.